This data is from Full USPTO retrosynthesis dataset with 1.9M reactions from patents (1976-2016). The task is: Predict the reactants needed to synthesize the given product. (1) Given the product [ClH:10].[NH2:11][CH2:12][C:13](=[O:19])[CH2:14][CH2:15][C:16]([O:9][CH2:8][CH2:7][C:1]1[CH:6]=[CH:5][CH:4]=[CH:3][CH:2]=1)=[O:17], predict the reactants needed to synthesize it. The reactants are: [C:1]1([CH2:7][CH2:8][OH:9])[CH:6]=[CH:5][CH:4]=[CH:3][CH:2]=1.[ClH:10].[NH2:11][CH2:12][C:13](=[O:19])[CH2:14][CH2:15][C:16](O)=[O:17]. (2) Given the product [F:12][C:4]1[CH:3]=[C:2]([CH:7]=[C:6]([S:8]([CH3:11])(=[O:10])=[O:9])[CH:5]=1)[O:26][C:23]1[CH:22]=[CH:21][C:20]([N:19]2[C:18]3[CH:27]=[CH:28][CH:29]=[C:30]([C:31]([F:32])([F:33])[F:34])[C:17]=3[N:16]=[C:15]2[C:14]([F:36])([F:35])[F:13])=[CH:25][CH:24]=1, predict the reactants needed to synthesize it. The reactants are: F[C:2]1[CH:7]=[C:6]([S:8]([CH3:11])(=[O:10])=[O:9])[CH:5]=[C:4]([F:12])[CH:3]=1.[F:13][C:14]([F:36])([F:35])[C:15]1[N:19]([C:20]2[CH:25]=[CH:24][C:23]([OH:26])=[CH:22][CH:21]=2)[C:18]2[CH:27]=[CH:28][CH:29]=[C:30]([C:31]([F:34])([F:33])[F:32])[C:17]=2[N:16]=1.